From a dataset of Reaction yield outcomes from USPTO patents with 853,638 reactions. Predict the reaction yield, written as a fraction of the theoretical maximum amount of product (1.0 means a 100% yield; for example, 0.34 means a 34% yield). (1) The reactants are [CH2:1]([N:8]1[C@@H:13]([CH2:14][S:15]C(C2C=CC=CC=2)(C2C=CC=CC=2)C2C=CC=CC=2)[C:12](=[O:35])[NH:11][CH2:10][C:9]1=[O:36])[C:2]1[CH:7]=[CH:6][CH:5]=[CH:4][CH:3]=1.C([SiH](C(C)C)C(C)C)(C)C.CCCCCCC. The catalyst is FC(F)(F)C(O)=O.ClCCl. The product is [CH2:1]([N:8]1[C@@H:13]([CH2:14][SH:15])[C:12](=[O:35])[NH:11][CH2:10][C:9]1=[O:36])[C:2]1[CH:3]=[CH:4][CH:5]=[CH:6][CH:7]=1. The yield is 0.900. (2) The reactants are COC1C=C(OC)C=CC=1C[N:6]([C:32]1[CH:37]=[CH:36][N:35]=[CH:34][N:33]=1)[S:7]([C:10]1[CH:15]=[CH:14][C:13]([O:16][C@H:17]2[CH2:22][CH2:21][CH2:20][CH2:19][C@@H:18]2[C:23]2[N:27]([CH2:28][CH3:29])[N:26]=[CH:25][CH:24]=2)=[C:12]([F:30])[C:11]=1[F:31])(=[O:9])=[O:8].C([SiH](CC)CC)C.FC(F)(F)C(O)=O. The catalyst is ClCCl. The product is [CH2:28]([N:27]1[C:23]([C@H:18]2[CH2:19][CH2:20][CH2:21][CH2:22][C@@H:17]2[O:16][C:13]2[CH:14]=[CH:15][C:10]([S:7]([NH:6][C:32]3[CH:37]=[CH:36][N:35]=[CH:34][N:33]=3)(=[O:8])=[O:9])=[C:11]([F:31])[C:12]=2[F:30])=[CH:24][CH:25]=[N:26]1)[CH3:29]. The yield is 0.820.